Dataset: Forward reaction prediction with 1.9M reactions from USPTO patents (1976-2016). Task: Predict the product of the given reaction. (1) The product is: [O:26]1[CH2:27][CH2:28][N:23]([C:5]2[C:6]3[N:7]([CH:8]=[C:9]([CH2:11][CH2:12][C:13]4[CH:22]=[CH:21][C:20]5[C:15](=[CH:16][CH:17]=[CH:18][CH:19]=5)[N:14]=4)[N:10]=3)[C:2]([C:37]3[CH:38]=[CH:39][C:40]([C:43]#[N:44])=[N:41][CH:42]=3)=[CH:3][N:4]=2)[CH2:24][CH2:25]1. Given the reactants Br[C:2]1[N:7]2[CH:8]=[C:9]([CH2:11][CH2:12][C:13]3[CH:22]=[CH:21][C:20]4[C:15](=[CH:16][CH:17]=[CH:18][CH:19]=4)[N:14]=3)[N:10]=[C:6]2[C:5]([N:23]2[CH2:28][CH2:27][O:26][CH2:25][CH2:24]2)=[N:4][CH:3]=1.CC1(C)C(C)(C)OB([C:37]2[CH:38]=[CH:39][C:40]([C:43]#[N:44])=[N:41][CH:42]=2)O1, predict the reaction product. (2) Given the reactants [OH:1][CH2:2][CH2:3][CH2:4][CH2:5][CH2:6][CH2:7][O:8][C:9]1[C:16]([O:17][CH3:18])=[CH:15][C:12]([CH:13]=O)=[CH:11][C:10]=1[O:19][CH3:20].[CH3:21][O:22][C:23]1[CH:24]=[C:25]([CH2:31][C:32]#[N:33])[CH:26]=[CH:27][C:28]=1[O:29][CH3:30], predict the reaction product. The product is: [CH3:21][O:22][C:23]1[CH:24]=[C:25](/[C:31](=[CH:13]/[C:12]2[CH:15]=[C:16]([O:17][CH3:18])[C:9]([O:8][CH2:7][CH2:6][CH2:5][CH2:4][CH2:3][CH2:2][OH:1])=[C:10]([O:19][CH3:20])[CH:11]=2)/[C:32]#[N:33])[CH:26]=[CH:27][C:28]=1[O:29][CH3:30]. (3) Given the reactants Br.BrC[C:4]([C:6]1[CH:11]=[CH:10][N:9]=[C:8]([C:12]2[CH:17]=[CH:16][CH:15]=[CH:14][C:13]=2[F:18])[CH:7]=1)=O.FC1C=CC=CC=1B(O)O.ClC1C=C(C#N)C=C[N:31]=1.C(=O)([O-])[O-].[Na+].[Na+], predict the reaction product. The product is: [F:18][C:13]1[CH:14]=[CH:15][CH:16]=[CH:17][C:12]=1[C:8]1[CH:7]=[C:6]([CH:11]=[CH:10][N:9]=1)[C:4]#[N:31]. (4) Given the reactants [N+:1]([C:4]1[CH:5]=[C:6]2[C:11](=[CH:12][CH:13]=1)[N:10]=[CH:9][CH:8]=[C:7]2[N:14]([CH2:28][CH2:29][N:30]([CH3:32])[CH3:31])[C:15](=[O:27])[C:16]1[C:21](OC)=[C:20]([O:24][CH3:25])[CH:19]=[CH:18][C:17]=1I)([O-:3])=[O:2].C(Cl)(=O)[C:34](Cl)=[O:35].COC1C=C(C(I)=CC=1OC)C(O)=O.[N+](C1C=C2C(=CC=1)N=CC=C2NCCN(C)C)([O-])=O.C(N(CC)CC)C, predict the reaction product. The product is: [CH3:25][O:24][C:20]1[C:19]([O:35][CH3:34])=[CH:18][C:17]2[C:8]3[C:7](=[C:6]4[CH:5]=[C:4]([N+:1]([O-:3])=[O:2])[CH:13]=[CH:12][C:11]4=[N:10][CH:9]=3)[N:14]([CH2:28][CH2:29][N:30]([CH3:32])[CH3:31])[C:15](=[O:27])[C:16]=2[CH:21]=1. (5) Given the reactants [NH2:1][C@H:2]1[C:11]2[C:6](=[CH:7][CH:8]=[C:9]([F:12])[CH:10]=2)[N:5]([C:13](=[O:15])[CH3:14])[C@@H:4]([CH3:16])[C@@H:3]1[CH3:17].Cl[C:19]1[N:20]=[CH:21][C:22]([C:25]#[N:26])=[N:23][CH:24]=1.CCN(C(C)C)C(C)C, predict the reaction product. The product is: [C:13]([N:5]1[C:6]2[C:11](=[CH:10][C:9]([F:12])=[CH:8][CH:7]=2)[C@H:2]([NH:1][C:19]2[N:20]=[CH:21][C:22]([C:25]#[N:26])=[N:23][CH:24]=2)[C@@H:3]([CH3:17])[C@@H:4]1[CH3:16])(=[O:15])[CH3:14]. (6) Given the reactants [C:1]([O:5][C:6](=[O:22])[NH:7][C:8]1[CH:13]=[CH:12][C:11]([C:14]2[CH:19]=[CH:18][C:17]([F:20])=[CH:16][CH:15]=2)=[CH:10][C:9]=1[NH2:21])([CH3:4])([CH3:3])[CH3:2].CC1(C)[O:29][C:28]([C:30]2[CH:31]=[C:32]([CH:35]=[CH:36][CH:37]=2)[C:33]#[N:34])=[CH:27][C:26](=O)[O:25]1, predict the reaction product. The product is: [C:1]([O:5][C:6](=[O:22])[NH:7][C:8]1[CH:13]=[CH:12][C:11]([C:14]2[CH:15]=[CH:16][C:17]([F:20])=[CH:18][CH:19]=2)=[CH:10][C:9]=1[NH:21][C:26](=[O:25])[CH2:27][C:28]([C:30]1[CH:37]=[CH:36][CH:35]=[C:32]([C:33]#[N:34])[CH:31]=1)=[O:29])([CH3:4])([CH3:2])[CH3:3]. (7) The product is: [C:1]([O:5][C:6]([NH:8][C@H:9]([CH:17]([CH2:22][CH3:23])[CH2:18][CH2:19][CH2:20][CH3:21])[C@H:10]([OH:16])[C:11]([OH:13])=[O:12])=[O:7])([CH3:4])([CH3:3])[CH3:2]. Given the reactants [C:1]([O:5][C:6]([NH:8][C@H:9]([CH:17]([CH2:22][CH3:23])[CH2:18][CH2:19][CH2:20][CH3:21])[C@H:10]([OH:16])[C:11]([O:13]CC)=[O:12])=[O:7])([CH3:4])([CH3:3])[CH3:2].OO.O.[OH-].[Li+], predict the reaction product.